The task is: Regression. Given a peptide amino acid sequence and an MHC pseudo amino acid sequence, predict their binding affinity value. This is MHC class I binding data.. This data is from Peptide-MHC class I binding affinity with 185,985 pairs from IEDB/IMGT. The peptide sequence is NAHEGQLVI. The MHC is HLA-A02:03 with pseudo-sequence HLA-A02:03. The binding affinity (normalized) is 0.